Predict the reaction yield, written as a fraction of the theoretical maximum amount of product (1.0 means a 100% yield; for example, 0.34 means a 34% yield). From a dataset of Reaction yield outcomes from USPTO patents with 853,638 reactions. (1) The reactants are [C:1]([O:5][C:6]([N:8]1[CH2:12][CH2:11][CH2:10][C@@H:9]1[C:13]([OH:15])=[O:14])=[O:7])([CH3:4])([CH3:3])[CH3:2].CCN(C(C)C)C(C)C.Br[CH2:26][C:27]([C:29]1[CH:34]=[CH:33][CH:32]=[CH:31][CH:30]=1)=[O:28].CCCCCCC. The catalyst is C(Cl)Cl. The product is [N:8]1([C:6]([O:5][C:1]([CH3:4])([CH3:2])[CH3:3])=[O:7])[CH2:12][CH2:11][CH2:10][C@@H:9]1[C:13]([O:15][CH2:26][C:27](=[O:28])[C:29]1[CH:34]=[CH:33][CH:32]=[CH:31][CH:30]=1)=[O:14]. The yield is 0.930. (2) The reactants are [Cl:1][C:2]1[CH:3]=[CH:4][C:5]2[C:6]3[N:31](C4CCCCO4)[N:30]=[CH:29][C:7]=3[N:8]([C:11]3[CH:12]=[C:13]4[N:20]=[CH:19][N:18](COCC[Si](C)(C)C)[C:14]4=[N:15][C:16]=3[CH3:17])[C:9]=2[CH:10]=1.Cl. The catalyst is C(O)C. The product is [Cl:1][C:2]1[CH:3]=[CH:4][C:5]2[C:6]3[NH:31][N:30]=[CH:29][C:7]=3[N:8]([C:11]3[CH:12]=[C:13]4[N:20]=[CH:19][NH:18][C:14]4=[N:15][C:16]=3[CH3:17])[C:9]=2[CH:10]=1. The yield is 0.830. (3) The reactants are C(OC([NH:8][C@H:9]1[CH2:14][CH2:13][C@H:12]([N:15]([C:19]2[CH:24]=[C:23]([CH2:25][CH2:26][CH2:27][CH2:28][N:29]3[C:33]4[CH:34]=[CH:35][C:36]([CH2:38][NH:39][CH2:40][C@H:41]([O:54][Si](C(C)(C)C)(C)C)[C:42]5[CH:51]=[CH:50][C:49]([OH:52])=[C:48]6[C:43]=5[CH:44]=[CH:45][C:46](=[O:53])[NH:47]6)=[CH:37][C:32]=4[N:31]=[CH:30]3)[CH:22]=[CH:21][C:20]=2[C:62]2[CH:67]=[CH:66][CH:65]=[CH:64][CH:63]=2)[C:16](=[O:18])[O-:17])[CH2:11][CH2:10]1)=O)(C)(C)C.C(#N)C.[ClH:71]. No catalyst specified. The product is [ClH:71].[ClH:71].[NH2:8][C@H:9]1[CH2:14][CH2:13][C@H:12]([N:15]([C:19]2[CH:24]=[C:23]([CH2:25][CH2:26][CH2:27][CH2:28][N:29]3[C:33]4[CH:34]=[CH:35][C:36]([CH2:38][NH:39][CH2:40][C@H:41]([OH:54])[C:42]5[CH:51]=[CH:50][C:49]([OH:52])=[C:48]6[C:43]=5[CH:44]=[CH:45][C:46](=[O:53])[NH:47]6)=[CH:37][C:32]=4[N:31]=[CH:30]3)[CH:22]=[CH:21][C:20]=2[C:62]2[CH:63]=[CH:64][CH:65]=[CH:66][CH:67]=2)[C:16](=[O:17])[OH:18])[CH2:11][CH2:10]1. The yield is 0.730. (4) The reactants are CN1[CH2:6][C:5]2[CH:7]=[CH:8][CH:9]=[CH:10][C:4]=2[S:3]1.[NH:11]1[C:19]2[C:14](=[CH:15][CH:16]=[CH:17][CH:18]=2)[CH:13]=[CH:12]1.ClC(Cl)(Cl)C(O)=O.[OH-].[Na+].C(OCC)(=O)C.CO.[CH2:37]([N:39](CC)CC)C. The catalyst is C1COCC1.C(OCC)(=O)C. The product is [NH:11]1[C:19]2[C:14](=[CH:15][CH:16]=[CH:17][CH:18]=2)[C:13]([S:3][C:4]2[CH:10]=[CH:9][CH:8]=[CH:7][C:5]=2[CH2:6][CH2:37][NH2:39])=[CH:12]1. The yield is 0.670. (5) The reactants are [NH2:1][C:2]1[NH:3][C:4]2[CH:10]=[CH:9][CH:8]=[CH:7][C:5]=2[N:6]=1.C(N(CC)CC)C.[Cl:18][C:19]([Cl:28])([Cl:27])[C:20](=O)/[CH:21]=[CH:22]/OCC. The catalyst is C1(C)C=CC=CC=1. The product is [Cl:18][C:19]([Cl:28])([Cl:27])[C:20]1[CH:21]=[CH:22][N:3]2[C:4]3[CH:10]=[CH:9][CH:8]=[CH:7][C:5]=3[N:6]=[C:2]2[N:1]=1. The yield is 0.930. (6) The product is [Cl:22][C:19]1[CH:20]=[CH:21][C:16]([O:15][C:10]2[CH:11]=[CH:12][C:13]([N:14]3[C:1](=[O:7])[CH2:2][CH2:3][C:4]3=[O:6])=[CH:8][CH:9]=2)=[CH:17][CH:18]=1. The catalyst is C1(C)C=CC=CC=1. The reactants are [C:1]1(=[O:7])[O:6][C:4](=O)[CH2:3][CH2:2]1.[CH:8]1[C:13]([NH2:14])=[CH:12][CH:11]=[C:10]([O:15][C:16]2[CH:21]=[CH:20][C:19]([Cl:22])=[CH:18][CH:17]=2)[CH:9]=1.O=S(Cl)Cl. The yield is 0.830. (7) The reactants are C([NH:5][S:6]([C:9]1[CH:14]=[CH:13][CH:12]=[C:11]([C:15]2[N:16]=[CH:17][N:18]([C:20]3[N:25]=[C:24]([CH3:26])[CH:23]=[C:22]([C:27]4[CH:32]=[CH:31][C:30]([C:33]([F:36])([F:35])[F:34])=[CH:29][CH:28]=4)[N:21]=3)[CH:19]=2)[CH:10]=1)(=[O:8])=[O:7])(C)(C)C.C(O)(C(F)(F)F)=O. The catalyst is ClCCl. The product is [CH3:26][C:24]1[CH:23]=[C:22]([C:27]2[CH:32]=[CH:31][C:30]([C:33]([F:36])([F:34])[F:35])=[CH:29][CH:28]=2)[N:21]=[C:20]([N:18]2[CH:19]=[C:15]([C:11]3[CH:10]=[C:9]([S:6]([NH2:5])(=[O:8])=[O:7])[CH:14]=[CH:13][CH:12]=3)[N:16]=[CH:17]2)[N:25]=1. The yield is 0.280. (8) The reactants are [CH3:1][O:2][C:3]1[C:8]2[O:9][CH2:10][O:11][C:7]=2[CH:6]=[C:5]([C:12](OC)=[O:13])[CH:4]=1.[H-].[H-].[H-].[H-].[Li+].[Al+3].O.[OH-].[Na+]. The catalyst is C1COCC1. The product is [CH3:1][O:2][C:3]1[C:8]2[O:9][CH2:10][O:11][C:7]=2[CH:6]=[C:5]([CH2:12][OH:13])[CH:4]=1. The yield is 0.520. (9) The reactants are [Cl:1][C:2]1[CH:10]=[C:9]([O:11][CH3:12])[C:8]([O:13][CH2:14][CH3:15])=[CH:7][C:3]=1[C:4](O)=[O:5].C(Cl)(=O)C(Cl)=O.[NH3:22]. The catalyst is ClCCl.CN(C)C=O. The product is [Cl:1][C:2]1[CH:10]=[C:9]([O:11][CH3:12])[C:8]([O:13][CH2:14][CH3:15])=[CH:7][C:3]=1[C:4]([NH2:22])=[O:5]. The yield is 0.940. (10) The reactants are C[O:2][C:3](=O)[C@@H:4]([NH:13][C:14]([C:16]1[CH:24]=[C:23]2[C:19]([CH:20]=[N:21][N:22]2[CH2:25][CH:26]([CH3:28])[CH3:27])=[CH:18][C:17]=1[O:29][C:30]1[CH:35]=[CH:34][C:33]([F:36])=[CH:32][C:31]=1[F:37])=[O:15])[CH2:5][CH2:6][N:7]([CH2:9][CH2:10][O:11][CH3:12])[CH3:8].[BH4-].[Na+]. The catalyst is C1COCC1.CO. The product is [OH:2][CH2:3][C@@H:4]([NH:13][C:14]([C:16]1[CH:24]=[C:23]2[C:19]([CH:20]=[N:21][N:22]2[CH2:25][CH:26]([CH3:28])[CH3:27])=[CH:18][C:17]=1[O:29][C:30]1[CH:35]=[CH:34][C:33]([F:36])=[CH:32][C:31]=1[F:37])=[O:15])[CH2:5][CH2:6][N:7]([CH2:9][CH2:10][O:11][CH3:12])[CH3:8]. The yield is 0.310.